From a dataset of Full USPTO retrosynthesis dataset with 1.9M reactions from patents (1976-2016). Predict the reactants needed to synthesize the given product. (1) Given the product [CH2:58]([N:13]([C@@H:11]1[CH2:12][N:8]([C:6]([O:5][C:1]([CH3:4])([CH3:2])[CH3:3])=[O:7])[C@H:9]([C:22]([N:24]2[CH2:28][CH2:27][S:26][CH2:25]2)=[O:23])[CH2:10]1)[C:14]1[CH:19]=[CH:18][C:17]([C:20]#[N:21])=[CH:16][N:15]=1)[C:59]1[CH:64]=[CH:63][CH:62]=[CH:61][CH:60]=1, predict the reactants needed to synthesize it. The reactants are: [C:1]([O:5][C:6]([N:8]1[CH2:12][C@@H:11]([NH:13][C:14]2[CH:19]=[CH:18][C:17]([C:20]#[N:21])=[CH:16][N:15]=2)[CH2:10][C@H:9]1[C:22]([N:24]1[CH2:28][CH2:27][S:26][CH2:25]1)=[O:23])=[O:7])([CH3:4])([CH3:3])[CH3:2].Cl.Cl.C(C1C=CC(N[C@@H]2CN[C@H](C(N3CCSC3)=O)C2)=NC=1)#N.CC(C)([O-])C.[K+].[CH2:58](Br)[C:59]1[CH:64]=[CH:63][CH:62]=[CH:61][CH:60]=1.C(O)(=O)CC(CC(O)=O)(C(O)=O)O. (2) Given the product [F:10][C:11]1[CH:12]=[C:13]2[C:17](=[CH:18][CH:19]=1)[CH2:16][C:15]([CH3:20])=[C:14]2[CH2:21][C:22]([O:6][CH3:5])=[O:23], predict the reactants needed to synthesize it. The reactants are: N(CN[C:5](N)=[O:6])=O.[OH-].[K+].[F:10][C:11]1[CH:12]=[C:13]2[C:17](=[CH:18][CH:19]=1)[CH2:16][C:15]([CH3:20])=[C:14]2[CH2:21][C:22](O)=[O:23].N#N. (3) Given the product [S:1]1[CH:5]=[CH:4][N:3]=[C:2]1[S:6]([CH2:9][CH:10]1[CH2:11][N:12]([CH2:14][C:34]2[C:35]3[CH:40]=[CH:39][CH:38]=[CH:37][C:36]=3[S:32][N:33]=2)[CH2:13]1)(=[O:7])=[O:8], predict the reactants needed to synthesize it. The reactants are: [S:1]1[CH:5]=[CH:4][N:3]=[C:2]1[S:6]([CH2:9][CH:10]1[CH2:13][N:12]([C:14](OC(C)(C)C)=O)[CH2:11]1)(=[O:8])=[O:7].C(O)(C(F)(F)F)=O.[BH3-]C#N.[Na+].[S:32]1[C:36]2[CH:37]=[CH:38][CH:39]=[CH:40][C:35]=2[C:34](C=O)=[N:33]1.